This data is from Forward reaction prediction with 1.9M reactions from USPTO patents (1976-2016). The task is: Predict the product of the given reaction. Given the reactants [NH:1]1[C:9]2[C:4](=[CH:5][CH:6]=[CH:7][CH:8]=2)[CH2:3][C:2]1=[O:10].[CH2:11]([N:13]([CH2:28][CH3:29])[CH2:14][CH2:15][CH2:16][C:17]1[CH:18]=[C:19]2[C:23](=[CH:24][CH:25]=1)[NH:22][C:21]([CH:26]=O)=[CH:20]2)[CH3:12].N1CCCCC1, predict the reaction product. The product is: [CH2:28]([N:13]([CH2:11][CH3:12])[CH2:14][CH2:15][CH2:16][C:17]1[CH:18]=[C:19]2[C:23](=[CH:24][CH:25]=1)[NH:22][C:21]([CH:26]=[C:3]1[C:4]3[C:9](=[CH:8][CH:7]=[CH:6][CH:5]=3)[NH:1][C:2]1=[O:10])=[CH:20]2)[CH3:29].